This data is from Catalyst prediction with 721,799 reactions and 888 catalyst types from USPTO. The task is: Predict which catalyst facilitates the given reaction. Reactant: [Cl:1][C:2]1[CH:3]=[C:4]([NH:19][C:20]2[C:30]3[CH:29]=[C:28]([C:31](O)=[O:32])[CH2:27][CH2:26][NH:25][C:24]=3[N:23]=[CH:22][N:21]=2)[CH:5]=[CH:6][C:7]=1[O:8][C:9]1[CH:14]=[CH:13][CH:12]=[C:11]([C:15]([F:18])([F:17])[F:16])[CH:10]=1.O[N:35]1[C:39]2[CH:40]=[CH:41][CH:41]=[CH:40][C:39]=2[N:35]=N1.Cl.C(N=C=NCCCN(C)C)C.C1(N)CC1.[C:60](=[O:63])([O-])[OH:61].[Na+]. Product: [F:16][C:15]([F:18])([F:17])[C:60]([OH:61])=[O:63].[Cl:1][C:2]1[CH:3]=[C:4]([NH:19][C:20]2[C:30]3[CH:29]=[C:28]([C:31]([NH:35][CH:39]4[CH2:40][CH2:41]4)=[O:32])[CH2:27][CH2:26][NH:25][C:24]=3[N:23]=[CH:22][N:21]=2)[CH:5]=[CH:6][C:7]=1[O:8][C:9]1[CH:14]=[CH:13][CH:12]=[C:11]([C:15]([F:18])([F:16])[F:17])[CH:10]=1. The catalyst class is: 9.